From a dataset of Peptide-MHC class I binding affinity with 185,985 pairs from IEDB/IMGT. Regression. Given a peptide amino acid sequence and an MHC pseudo amino acid sequence, predict their binding affinity value. This is MHC class I binding data. The peptide sequence is VVDKYFDCY. The MHC is HLA-A23:01 with pseudo-sequence HLA-A23:01. The binding affinity (normalized) is 0.